This data is from Peptide-MHC class II binding affinity with 134,281 pairs from IEDB. The task is: Regression. Given a peptide amino acid sequence and an MHC pseudo amino acid sequence, predict their binding affinity value. This is MHC class II binding data. The peptide sequence is WFKVAATAANAAPAN. The MHC is DRB1_0701 with pseudo-sequence DRB1_0701. The binding affinity (normalized) is 0.506.